Dataset: Merck oncology drug combination screen with 23,052 pairs across 39 cell lines. Task: Regression. Given two drug SMILES strings and cell line genomic features, predict the synergy score measuring deviation from expected non-interaction effect. (1) Drug 1: CN1C(=O)C=CC2(C)C3CCC4(C)C(NC(=O)OCC(F)(F)F)CCC4C3CCC12. Drug 2: CCC1(O)C(=O)OCc2c1cc1n(c2=O)Cc2cc3c(CN(C)C)c(O)ccc3nc2-1. Cell line: NCIH460. Synergy scores: synergy=-10.3. (2) Drug 1: CC(=O)OC1C(=O)C2(C)C(O)CC3OCC3(OC(C)=O)C2C(OC(=O)c2ccccc2)C2(O)CC(OC(=O)C(O)C(NC(=O)c3ccccc3)c3ccccc3)C(C)=C1C2(C)C. Drug 2: Cn1nnc2c(C(N)=O)ncn2c1=O. Cell line: A427. Synergy scores: synergy=14.6. (3) Drug 1: CN(C)C(=N)N=C(N)N. Drug 2: CS(=O)(=O)CCNCc1ccc(-c2ccc3ncnc(Nc4ccc(OCc5cccc(F)c5)c(Cl)c4)c3c2)o1. Cell line: MSTO. Synergy scores: synergy=29.2. (4) Cell line: A2058. Drug 1: CN(C)C(=N)N=C(N)N. Synergy scores: synergy=12.8. Drug 2: NC1(c2ccc(-c3nc4ccn5c(=O)[nH]nc5c4cc3-c3ccccc3)cc2)CCC1. (5) Drug 1: Cc1nc(Nc2ncc(C(=O)Nc3c(C)cccc3Cl)s2)cc(N2CCN(CCO)CC2)n1. Drug 2: COC1CC2CCC(C)C(O)(O2)C(=O)C(=O)N2CCCCC2C(=O)OC(C(C)CC2CCC(OP(C)(C)=O)C(OC)C2)CC(=O)C(C)C=C(C)C(O)C(OC)C(=O)C(C)CC(C)C=CC=CC=C1C. Cell line: NCIH460. Synergy scores: synergy=39.8. (6) Drug 1: CS(=O)(=O)CCNCc1ccc(-c2ccc3ncnc(Nc4ccc(OCc5cccc(F)c5)c(Cl)c4)c3c2)o1. Drug 2: CNC(=O)c1cc(Oc2ccc(NC(=O)Nc3ccc(Cl)c(C(F)(F)F)c3)cc2)ccn1. Cell line: ES2. Synergy scores: synergy=15.2. (7) Drug 1: C=CCn1c(=O)c2cnc(Nc3ccc(N4CCN(C)CC4)cc3)nc2n1-c1cccc(C(C)(C)O)n1. Drug 2: Cn1cc(-c2cnn3c(N)c(Br)c(C4CCCNC4)nc23)cn1. Cell line: UWB1289BRCA1. Synergy scores: synergy=-8.89. (8) Drug 1: CN1C(=O)C=CC2(C)C3CCC4(C)C(NC(=O)OCC(F)(F)F)CCC4C3CCC12. Drug 2: O=S1(=O)NC2(CN1CC(F)(F)F)C1CCC2Cc2cc(C=CCN3CCC(C(F)(F)F)CC3)ccc2C1. Cell line: EFM192B. Synergy scores: synergy=8.93. (9) Drug 1: C=CCn1c(=O)c2cnc(Nc3ccc(N4CCN(C)CC4)cc3)nc2n1-c1cccc(C(C)(C)O)n1. Drug 2: Cn1c(=O)n(-c2ccc(C(C)(C)C#N)cc2)c2c3cc(-c4cnc5ccccc5c4)ccc3ncc21. Cell line: ZR751. Synergy scores: synergy=19.3. (10) Drug 1: O=c1[nH]cc(F)c(=O)[nH]1. Drug 2: N#Cc1ccc(Cn2cncc2CN2CCN(c3cccc(Cl)c3)C(=O)C2)cc1. Cell line: NCIH1650. Synergy scores: synergy=12.2.